This data is from Catalyst prediction with 721,799 reactions and 888 catalyst types from USPTO. The task is: Predict which catalyst facilitates the given reaction. (1) Reactant: [C:1]([O:5][C:6]([N:8]1[CH2:14][CH2:13][C:12]2[C:15]([C:20]#[C:21][C:22]3[S:23][CH:24]=[CH:25][N:26]=3)=[C:16]([Cl:19])[CH:17]=[CH:18][C:11]=2[CH2:10][CH2:9]1)=[O:7])([CH3:4])([CH3:3])[CH3:2].C(O)(=O)C. Product: [C:1]([O:5][C:6]([N:8]1[CH2:14][CH2:13][C:12]2[C:15]([CH2:20][CH2:21][C:22]3[S:23][CH:24]=[CH:25][N:26]=3)=[C:16]([Cl:19])[CH:17]=[CH:18][C:11]=2[CH2:10][CH2:9]1)=[O:7])([CH3:4])([CH3:2])[CH3:3]. The catalyst class is: 29. (2) Reactant: Br[CH2:2][C:3]([C:5]1[CH:10]=[CH:9][C:8]([F:11])=[CH:7][CH:6]=1)=O.[C:12]([NH2:15])(=[S:14])[CH3:13]. Product: [F:11][C:8]1[CH:9]=[CH:10][C:5]([C:3]2[N:15]=[C:12]([CH3:13])[S:14][CH:2]=2)=[CH:6][CH:7]=1. The catalyst class is: 12. (3) The catalyst class is: 10. Reactant: [F:1][CH:2]([F:21])[C:3]1[C:7]([S:8]([C@:11]([CH:14]2[CH2:19][CH2:18][NH:17][CH2:16][CH2:15]2)([F:13])[CH3:12])(=[O:10])=[O:9])=[CH:6][N:5]([CH3:20])[N:4]=1.[C:22]1([NH:28][C:29](=[O:31])O)C=CC=[CH:24][CH:23]=1.NC1C=C[O:35][N:34]=1. Product: [F:21][CH:2]([F:1])[C:3]1[C:7]([S:8]([C@:11]([CH:14]2[CH2:19][CH2:18][N:17]([C:29]([NH:28][C:22]3[CH:23]=[CH:24][O:35][N:34]=3)=[O:31])[CH2:16][CH2:15]2)([F:13])[CH3:12])(=[O:9])=[O:10])=[CH:6][N:5]([CH3:20])[N:4]=1. (4) Reactant: C([O:4][CH2:5][C:6]([NH:13][C:14]1[NH:18][CH:17]=[N:16][C:15]=1[CH:19]1[CH2:23][CH2:22][CH2:21][CH2:20]1)=[N:7][C:8](OCC)=[O:9])(=O)C.C(=O)([O-])[O-].[K+].[K+]. Product: [CH:19]1([C:15]2[N:16]=[CH:17][N:18]3[C:8](=[O:9])[N:7]=[C:6]([CH2:5][OH:4])[NH:13][C:14]=23)[CH2:23][CH2:22][CH2:21][CH2:20]1. The catalyst class is: 8. (5) Reactant: [H-].[Na+].C(OP([CH2:11][C:12]([O:14][CH2:15][CH3:16])=[O:13])(OCC)=O)C.[N:17]1[CH:22]=[CH:21][CH:20]=[CH:19][C:18]=1[CH:23]=O.C(O)(=O)C. Product: [N:17]1[CH:22]=[CH:21][CH:20]=[CH:19][C:18]=1[CH:23]=[CH:11][C:12]([O:14][CH2:15][CH3:16])=[O:13]. The catalyst class is: 20. (6) Reactant: Br[CH2:2][C:3]1[CH:4]=[C:5]2[N:11]=[C:10]([C:12]3[CH:17]=[CH:16][CH:15]=[CH:14][C:13]=3[N+:18]([O-:20])=[O:19])[S:9][C:6]2=[N:7][CH:8]=1.[C:21]([N:28]1[CH2:33][CH2:32][NH:31][CH2:30][CH2:29]1)([O:23][C:24]([CH3:27])([CH3:26])[CH3:25])=[O:22].CCN(CC)CC. Product: [N+:18]([C:13]1[CH:14]=[CH:15][CH:16]=[CH:17][C:12]=1[C:10]1[S:9][C:6]2[C:5]([N:11]=1)=[CH:4][C:3]([CH2:2][N:31]1[CH2:30][CH2:29][N:28]([C:21]([O:23][C:24]([CH3:27])([CH3:26])[CH3:25])=[O:22])[CH2:33][CH2:32]1)=[CH:8][N:7]=2)([O-:20])=[O:19]. The catalyst class is: 10. (7) Product: [CH:9]1([C:7]([C:5]2[O:6][C:2]([CH3:1])=[CH:3][N:4]=2)([C:15]2[CH:20]=[CH:19][CH:18]=[CH:17][CH:16]=2)[OH:8])[CH2:14][CH2:13][CH2:12][CH2:11][CH2:10]1. The catalyst class is: 20. Reactant: [CH3:1][C:2]1[O:6][C:5]([C:7]([C:9]2[CH:14]=[CH:13][CH:12]=[CH:11][CH:10]=2)=[O:8])=[N:4][CH:3]=1.[CH:15]1([Mg]Cl)[CH2:20][CH2:19][CH2:18][CH2:17][CH2:16]1.C(OCC)C.[NH4+].[Cl-]. (8) Reactant: [Cl-].[CH2:2]([N+]1C=CC=CC=1)[CH2:3][CH2:4][CH2:5][CH2:6][CH2:7][CH2:8][CH2:9][CH2:10][CH2:11]CC.[Br-:20].[CH2:21]([NH+:33]([CH3:35])[CH3:34])[CH2:22][CH2:23][CH2:24][CH2:25][CH2:26][CH2:27][CH2:28][CH2:29][CH2:30]CC. Product: [CH3:2][CH2:3][CH2:4][CH2:5][CH2:6][CH2:7][CH2:8][CH2:9][CH2:10][CH2:11][N+:33]([CH2:21][CH2:22][CH2:23][CH2:24][CH2:25][CH2:26][CH2:27][CH2:28][CH2:29][CH3:30])([CH3:34])[CH3:35].[Br-:20]. The catalyst class is: 408.